Dataset: Reaction yield outcomes from USPTO patents with 853,638 reactions. Task: Predict the reaction yield, written as a fraction of the theoretical maximum amount of product (1.0 means a 100% yield; for example, 0.34 means a 34% yield). (1) The reactants are [I:1]NC(=O)CCC(N)=O.[CH3:10][O:11][C:12]1[CH:13]=[C:14]([CH2:20][CH2:21][NH2:22])[CH:15]=[CH:16][C:17]=1[O:18][CH3:19].FC(F)(F)C(O)=O. The catalyst is C(#N)C. The product is [I:1][C:15]1[CH:16]=[C:17]([O:18][CH3:19])[C:12]([O:11][CH3:10])=[CH:13][C:14]=1[CH2:20][CH2:21][NH2:22]. The yield is 0.700. (2) The reactants are [N:1]1([C:6]2[CH:11]=[CH:10][C:9]([C:12](O)([CH2:14][CH:15]([C:20]3[CH:25]=[C:24]([Cl:26])[CH:23]=[C:22]([Cl:27])[CH:21]=3)[C:16]([F:19])([F:18])[F:17])[CH3:13])=[CH:8][CH:7]=2)[CH:5]=[N:4][CH:3]=[N:2]1.C1(C)C=CC(S(O)(=O)=O)=CC=1. The catalyst is C1(C)C=CC=CC=1. The product is [Cl:26][C:24]1[CH:25]=[C:20]([CH:15]([C:16]([F:17])([F:19])[F:18])/[CH:14]=[C:12](/[C:9]2[CH:10]=[CH:11][C:6]([N:1]3[CH:5]=[N:4][CH:3]=[N:2]3)=[CH:7][CH:8]=2)\[CH3:13])[CH:21]=[C:22]([Cl:27])[CH:23]=1. The yield is 0.310. (3) The reactants are C([N:8]1[C:12]([NH:13][CH:14]2[CH2:19][CH2:18][O:17][CH2:16][CH2:15]2)=[C:11]([CH3:20])[CH:10]=[N:9]1)C1C=CC=CC=1. The catalyst is [OH-].[Pd+2].[OH-].C(O)=O. The product is [CH3:20][C:11]1[CH:10]=[N:9][NH:8][C:12]=1[NH:13][CH:14]1[CH2:19][CH2:18][O:17][CH2:16][CH2:15]1. The yield is 0.400.